Dataset: Catalyst prediction with 721,799 reactions and 888 catalyst types from USPTO. Task: Predict which catalyst facilitates the given reaction. Reactant: FC(F)(F)C(O)=O.[F:8][C:9]1[CH:27]=[C:26]([C:28]2[O:29][C:30]([CH3:33])=[N:31][N:32]=2)[CH:25]=[CH:24][C:10]=1[O:11][C@H:12]1[CH2:16][CH2:15][N:14]([CH:17]2[CH2:22][CH2:21][NH:20][CH2:19][CH2:18]2)[C:13]1=[O:23].C(N(C(C)C)C(C)C)C.Cl[C:44]1[S:48][N:47]=[C:46]([CH:49]([CH3:51])[CH3:50])[N:45]=1.O. Product: [F:8][C:9]1[CH:27]=[C:26]([C:28]2[O:29][C:30]([CH3:33])=[N:31][N:32]=2)[CH:25]=[CH:24][C:10]=1[O:11][C@H:12]1[CH2:16][CH2:15][N:14]([CH:17]2[CH2:18][CH2:19][N:20]([C:44]3[S:48][N:47]=[C:46]([CH:49]([CH3:51])[CH3:50])[N:45]=3)[CH2:21][CH2:22]2)[C:13]1=[O:23]. The catalyst class is: 3.